From a dataset of Full USPTO retrosynthesis dataset with 1.9M reactions from patents (1976-2016). Predict the reactants needed to synthesize the given product. (1) Given the product [C:32]([O:31][C:29](=[O:30])[NH:26][CH2:2][C:3]1[CH:8]=[CH:7][C:6]([S:9](=[O:11])(=[O:10])[NH:12][C:13](=[O:25])[CH2:14][CH2:15][CH2:16][CH2:17][CH2:18][CH2:19][CH2:20][CH2:21][CH2:22][CH2:23][CH3:24])=[CH:5][CH:4]=1)([CH3:35])([CH3:34])[CH3:33], predict the reactants needed to synthesize it. The reactants are: Br[CH2:2][C:3]1[CH:8]=[CH:7][C:6]([S:9]([NH:12][C:13](=[O:25])[CH2:14][CH2:15][CH2:16][CH2:17][CH2:18][CH2:19][CH2:20][CH2:21][CH2:22][CH2:23][CH3:24])(=[O:11])=[O:10])=[CH:5][CH:4]=1.[NH3:26].[OH-].[Na+].[C:29](O[C:29]([O:31][C:32]([CH3:35])([CH3:34])[CH3:33])=[O:30])([O:31][C:32]([CH3:35])([CH3:34])[CH3:33])=[O:30]. (2) Given the product [NH2:1][C:2]([C:4]1[CH:5]=[N:6][C:7]2[C:12]([C:13]=1[NH:14][C:15]1[CH:16]=[C:17]([CH:23]=[CH:24][CH:25]=1)[C:18]([OH:20])=[O:19])=[CH:11][CH:10]=[C:9]([C:26]1[CH:31]=[CH:30][N:29]=[C:28]([O:32][CH3:33])[C:27]=1[O:34][CH3:35])[CH:8]=2)=[O:3], predict the reactants needed to synthesize it. The reactants are: [NH2:1][C:2]([C:4]1[CH:5]=[N:6][C:7]2[C:12]([C:13]=1[NH:14][C:15]1[CH:16]=[C:17]([CH:23]=[CH:24][CH:25]=1)[C:18]([O:20]CC)=[O:19])=[CH:11][CH:10]=[C:9]([C:26]1[CH:31]=[CH:30][N:29]=[C:28]([O:32][CH3:33])[C:27]=1[O:34][CH3:35])[CH:8]=2)=[O:3].[OH-].[Na+]. (3) Given the product [Br:1][C:2]1[CH:7]=[CH:6][C:5]([N:8]2[CH2:9][CH2:10][CH:11]([O:14][CH2:18][C:19]([O:21][C:22]([CH3:25])([CH3:24])[CH3:23])=[O:20])[CH2:12][CH2:13]2)=[CH:4][CH:3]=1, predict the reactants needed to synthesize it. The reactants are: [Br:1][C:2]1[CH:7]=[CH:6][C:5]([N:8]2[CH2:13][CH2:12][CH:11]([OH:14])[CH2:10][CH2:9]2)=[CH:4][CH:3]=1.[OH-].[Na+].Br[CH2:18][C:19]([O:21][C:22]([CH3:25])([CH3:24])[CH3:23])=[O:20]. (4) Given the product [F:8][C:4]1[CH:5]=[CH:6][CH:7]=[C:2]([F:1])[C:3]=1[N:9]1[C:17]2[CH:16]=[CH:15][NH:14][C:13](=[O:18])[C:12]=2[C:11]([C:19]2[CH:20]=[C:21]([C:24]([NH2:29])=[O:25])[S:22][CH:23]=2)=[N:10]1, predict the reactants needed to synthesize it. The reactants are: [F:1][C:2]1[CH:7]=[CH:6][CH:5]=[C:4]([F:8])[C:3]=1[N:9]1[C:17]2[CH:16]=[CH:15][NH:14][C:13](=[O:18])[C:12]=2[C:11]([C:19]2[CH:20]=[C:21]([C:24](O)=[O:25])[S:22][CH:23]=2)=[N:10]1.CC[N:29]=C=NCCCN(C)C.Cl. (5) The reactants are: Br[C:2]1[CH:3]=[C:4]([CH:28]=[CH:29][CH:30]=1)[CH2:5][C:6]1[N:7]=[C:8]([C:12]2[O:16][N:15]=[C:14]([C:17]3[CH:22]=[CH:21][C:20]([O:23][C:24]([F:27])([F:26])[F:25])=[CH:19][CH:18]=3)[N:13]=2)[S:9][C:10]=1[CH3:11].[C:31]([O-])([O-:33])=[O:32].[Cs+].[Cs+].CC(C1C=C(C(C)C)C(C2C=CC=CC=2P(C2CCCCC2)C2CCCCC2)=C(C(C)C)C=1)C.[CH3:71][N:72]1[CH2:77][CH2:76][NH:75][CH2:74][CH2:73]1. Given the product [F:27][C:24]([F:25])([F:26])[C:31]([O-:33])=[O:32].[CH3:71][NH+:72]1[CH2:77][CH2:76][N:75]([C:2]2[CH:30]=[CH:29][CH:28]=[C:4]([CH2:5][C:6]3[N:7]=[C:8]([C:12]4[O:16][N:15]=[C:14]([C:17]5[CH:22]=[CH:21][C:20]([O:23][C:24]([F:27])([F:26])[F:25])=[CH:19][CH:18]=5)[N:13]=4)[S:9][C:10]=3[CH3:11])[CH:3]=2)[CH2:74][CH2:73]1, predict the reactants needed to synthesize it. (6) Given the product [CH2:19]([C:21]1[C:26](/[CH:27]=[CH:28]/[O:29][CH3:30])=[CH:25][CH:24]=[CH:23][C:22]=1[C:2]1[S:6][C:5]([C:7]2[CH:8]=[CH:9][C:10]([O:15][CH:16]([CH3:18])[CH3:17])=[C:11]([CH:14]=2)[C:12]#[N:13])=[N:4][CH:3]=1)[CH3:20], predict the reactants needed to synthesize it. The reactants are: Br[C:2]1[S:6][C:5]([C:7]2[CH:8]=[CH:9][C:10]([O:15][CH:16]([CH3:18])[CH3:17])=[C:11]([CH:14]=2)[C:12]#[N:13])=[N:4][CH:3]=1.[CH2:19]([C:21]1[C:26](/[CH:27]=[CH:28]/[O:29][CH3:30])=[CH:25][CH:24]=[CH:23][C:22]=1B1OC(C)(C)C(C)(C)O1)[CH3:20].P([O-])([O-])([O-])=O.[K+].[K+].[K+].